This data is from NCI-60 drug combinations with 297,098 pairs across 59 cell lines. The task is: Regression. Given two drug SMILES strings and cell line genomic features, predict the synergy score measuring deviation from expected non-interaction effect. (1) Drug 1: C1=CC(=CC=C1C#N)C(C2=CC=C(C=C2)C#N)N3C=NC=N3. Drug 2: CC1C(C(CC(O1)OC2CC(OC(C2O)C)OC3=CC4=CC5=C(C(=O)C(C(C5)C(C(=O)C(C(C)O)O)OC)OC6CC(C(C(O6)C)O)OC7CC(C(C(O7)C)O)OC8CC(C(C(O8)C)O)(C)O)C(=C4C(=C3C)O)O)O)O. Cell line: NCI-H460. Synergy scores: CSS=19.0, Synergy_ZIP=-0.495, Synergy_Bliss=-1.79, Synergy_Loewe=-20.1, Synergy_HSA=-1.42. (2) Drug 2: C1CN(P(=O)(OC1)NCCCl)CCCl. Drug 1: CC1=CC=C(C=C1)C2=CC(=NN2C3=CC=C(C=C3)S(=O)(=O)N)C(F)(F)F. Cell line: TK-10. Synergy scores: CSS=1.12, Synergy_ZIP=-2.32, Synergy_Bliss=-4.16, Synergy_Loewe=-0.939, Synergy_HSA=-2.08. (3) Drug 1: CC12CCC3C(C1CCC2O)C(CC4=C3C=CC(=C4)O)CCCCCCCCCS(=O)CCCC(C(F)(F)F)(F)F. Drug 2: CN(CCCl)CCCl.Cl. Cell line: IGROV1. Synergy scores: CSS=20.0, Synergy_ZIP=-2.09, Synergy_Bliss=-0.236, Synergy_Loewe=-6.00, Synergy_HSA=-0.274. (4) Drug 1: C1C(C(OC1N2C=NC3=C(N=C(N=C32)Cl)N)CO)O. Drug 2: CC1=C(C(=CC=C1)Cl)NC(=O)C2=CN=C(S2)NC3=CC(=NC(=N3)C)N4CCN(CC4)CCO. Cell line: PC-3. Synergy scores: CSS=15.2, Synergy_ZIP=-5.23, Synergy_Bliss=-1.07, Synergy_Loewe=-6.10, Synergy_HSA=-0.0691. (5) Drug 1: C(=O)(N)NO. Drug 2: CN1C2=C(C=C(C=C2)N(CCCl)CCCl)N=C1CCCC(=O)O.Cl. Cell line: CAKI-1. Synergy scores: CSS=-0.488, Synergy_ZIP=-2.48, Synergy_Bliss=-5.17, Synergy_Loewe=-3.73, Synergy_HSA=-6.03. (6) Drug 1: C(CN)CNCCSP(=O)(O)O. Drug 2: CC1C(C(CC(O1)OC2CC(CC3=C2C(=C4C(=C3O)C(=O)C5=C(C4=O)C(=CC=C5)OC)O)(C(=O)CO)O)N)O.Cl. Cell line: HCC-2998. Synergy scores: CSS=35.4, Synergy_ZIP=-1.39, Synergy_Bliss=-2.14, Synergy_Loewe=-55.4, Synergy_HSA=-1.83. (7) Drug 1: CN1C2=C(C=C(C=C2)N(CCCl)CCCl)N=C1CCCC(=O)O.Cl. Drug 2: CCC1(C2=C(COC1=O)C(=O)N3CC4=CC5=C(C=CC(=C5CN(C)C)O)N=C4C3=C2)O.Cl. Cell line: NCI/ADR-RES. Synergy scores: CSS=24.2, Synergy_ZIP=2.00, Synergy_Bliss=8.66, Synergy_Loewe=-26.1, Synergy_HSA=2.75.